This data is from Full USPTO retrosynthesis dataset with 1.9M reactions from patents (1976-2016). The task is: Predict the reactants needed to synthesize the given product. (1) Given the product [F:52][C:49]1[CH:48]=[CH:47][C:46]([C:43]2[NH:42][C:41]([C@@H:37]3[CH2:38][CH2:39][CH2:40][N:36]3[C:34]([C@:18]34[CH2:30][CH2:29][C@@H:28]([CH:31]([CH3:33])[CH3:32])[C@@H:19]3[C@@H:20]3[C@@:15]([CH3:53])([CH2:16][CH2:17]4)[C@@:14]4([CH3:54])[C@@H:23]([C@:24]5([CH3:27])[C@@H:11]([CH2:12][CH2:13]4)[C:10]([CH3:56])([CH3:55])[C@@H:9]([O:8][C:6]([C@H:5]4[CH2:4][C@@H:3]([C:57]([OH:59])=[O:58])[C:2]4([CH3:67])[CH3:1])=[O:7])[CH2:26][CH2:25]5)[CH2:22][CH2:21]3)=[O:35])=[N:45][CH:44]=2)=[CH:51][CH:50]=1, predict the reactants needed to synthesize it. The reactants are: [CH3:1][C:2]1([CH3:67])[C@@H:5]([C:6]([O:8][C@H:9]2[CH2:26][CH2:25][C@@:24]3([CH3:27])[C@@H:11]([CH2:12][CH2:13][C@:14]4([CH3:54])[C@@H:23]3[CH2:22][CH2:21][C@H:20]3[C@@:15]4([CH3:53])[CH2:16][CH2:17][C@@:18]4([C:34]([N:36]5[CH2:40][CH2:39][CH2:38][C@H:37]5[C:41]5[NH:42][C:43]([C:46]6[CH:51]=[CH:50][C:49]([F:52])=[CH:48][CH:47]=6)=[CH:44][N:45]=5)=[O:35])[CH2:30][CH2:29][C@@H:28]([CH:31]([CH3:33])[CH3:32])[C@@H:19]43)[C:10]2([CH3:56])[CH3:55])=[O:7])[CH2:4][C@H:3]1[C:57]([O:59]CC1C=CC=CC=1)=[O:58]. (2) Given the product [Cl:1][C:2]1[CH:10]=[C:9]([C:11]([F:12])([F:13])[F:14])[C:5]([C:6]#[N:8])=[CH:4][N:3]=1, predict the reactants needed to synthesize it. The reactants are: [Cl:1][C:2]1[CH:10]=[C:9]([C:11]([F:14])([F:13])[F:12])[C:5]([C:6]([NH2:8])=O)=[CH:4][N:3]=1.O=P(Cl)(Cl)Cl. (3) Given the product [NH2:21][CH2:20][C:19]1[CH:18]=[CH:17][C:16]([O:15][C:14]2[CH:24]=[CH:25][C:11]([C:10]3[C:3]4[C:4](=[N:5][CH:6]=[N:7][C:2]=4[NH2:1])[N:8]([C@H:26]4[CH2:31][CH2:30][C@@H:29]([N:32]5[CH2:37][CH2:36][N:35]([CH3:38])[CH2:34][CH2:33]5)[CH2:28][CH2:27]4)[N:9]=3)=[CH:12][CH:13]=2)=[CH:23][CH:22]=1, predict the reactants needed to synthesize it. The reactants are: [NH2:1][C:2]1[N:7]=[CH:6][N:5]=[C:4]2[N:8]([C@H:26]3[CH2:31][CH2:30][C@@H:29]([N:32]4[CH2:37][CH2:36][N:35]([CH3:38])[CH2:34][CH2:33]4)[CH2:28][CH2:27]3)[N:9]=[C:10]([C:11]3[CH:25]=[CH:24][C:14]([O:15][C:16]4[CH:23]=[CH:22][C:19]([C:20]#[N:21])=[CH:18][CH:17]=4)=[CH:13][CH:12]=3)[C:3]=12. (4) Given the product [Cl:38][C:34]1[C:30]2[NH:57][C:55](=[O:54])[N:28]([CH:25]3[CH2:24][CH2:23][NH:22][CH2:27][CH2:26]3)[C:29]=2[CH:37]=[CH:36][CH:35]=1, predict the reactants needed to synthesize it. The reactants are: C(O[BH-](OC(=O)C)OC(=O)C)(=O)C.[Na+].C(OC([N:22]1[CH2:27][CH2:26][CH:25]([NH:28][C:29]2[CH:37]=[CH:36][CH:35]=[C:34]([Cl:38])[C:30]=2C(O)=O)[CH2:24][CH2:23]1)=O)(C)(C)C.NC1C=CC=C(Cl)C=1C(O)=O.C([O:54][C:55]([N:57]1CCC(=O)CC1)=O)(C)(C)C. (5) The reactants are: CCOCC.O[CH:7]([CH2:17][C:18]([CH2:21][Si](C)(C)C)=[C:19]=[CH2:20])[CH2:8][CH:9]1[CH2:15][CH2:14][CH2:13][CH2:12][CH2:11][C:10]1=[O:16].[Si](OS(C(F)(F)F)(=O)=O)(C)(C)C.O. Given the product [CH2:21]=[C:18]1[C:19](=[CH2:20])[C:10]23[O:16][CH:7]([CH2:8][CH:9]2[CH2:15][CH2:14][CH2:13][CH2:12][CH2:11]3)[CH2:17]1, predict the reactants needed to synthesize it. (6) Given the product [Br:11][C:4]1[CH:5]=[CH:6][C:1]([CH:7]([CH3:10])[CH2:8][NH2:9])=[CH:2][CH:3]=1, predict the reactants needed to synthesize it. The reactants are: [C:1]1([CH:7]([CH3:10])[CH2:8][NH2:9])[CH:6]=[CH:5][CH:4]=[CH:3][CH:2]=1.[Br:11]Br.